Dataset: NCI-60 drug combinations with 297,098 pairs across 59 cell lines. Task: Regression. Given two drug SMILES strings and cell line genomic features, predict the synergy score measuring deviation from expected non-interaction effect. (1) Drug 1: COC1=CC(=CC(=C1O)OC)C2C3C(COC3=O)C(C4=CC5=C(C=C24)OCO5)OC6C(C(C7C(O6)COC(O7)C8=CC=CS8)O)O. Drug 2: C1CN1P(=S)(N2CC2)N3CC3. Cell line: HOP-92. Synergy scores: CSS=38.5, Synergy_ZIP=-4.74, Synergy_Bliss=-3.41, Synergy_Loewe=-1.38, Synergy_HSA=0.0609. (2) Drug 1: CN(CC1=CN=C2C(=N1)C(=NC(=N2)N)N)C3=CC=C(C=C3)C(=O)NC(CCC(=O)O)C(=O)O. Drug 2: C1=NC2=C(N=C(N=C2N1C3C(C(C(O3)CO)O)F)Cl)N. Cell line: MDA-MB-231. Synergy scores: CSS=25.0, Synergy_ZIP=-6.16, Synergy_Bliss=-0.518, Synergy_Loewe=-14.8, Synergy_HSA=-0.0623. (3) Drug 1: CC1=C(C=C(C=C1)NC(=O)C2=CC=C(C=C2)CN3CCN(CC3)C)NC4=NC=CC(=N4)C5=CN=CC=C5. Drug 2: C1C(C(OC1N2C=NC(=NC2=O)N)CO)O. Cell line: OVCAR-5. Synergy scores: CSS=4.69, Synergy_ZIP=-0.463, Synergy_Bliss=3.11, Synergy_Loewe=-0.587, Synergy_HSA=-0.880. (4) Drug 1: C1=CC=C(C(=C1)C(C2=CC=C(C=C2)Cl)C(Cl)Cl)Cl. Drug 2: CN(CCCl)CCCl.Cl. Cell line: SK-MEL-2. Synergy scores: CSS=0.531, Synergy_ZIP=2.15, Synergy_Bliss=5.69, Synergy_Loewe=-9.16, Synergy_HSA=2.13. (5) Drug 1: C1CN(P(=O)(OC1)NCCCl)CCCl. Drug 2: CC1C(C(CC(O1)OC2CC(CC3=C2C(=C4C(=C3O)C(=O)C5=CC=CC=C5C4=O)O)(C(=O)C)O)N)O. Cell line: SN12C. Synergy scores: CSS=36.9, Synergy_ZIP=-1.66, Synergy_Bliss=-2.82, Synergy_Loewe=-15.2, Synergy_HSA=-0.187. (6) Drug 1: COC1=NC(=NC2=C1N=CN2C3C(C(C(O3)CO)O)O)N. Drug 2: C1CN1C2=NC(=NC(=N2)N3CC3)N4CC4. Cell line: NCI-H460. Synergy scores: CSS=52.1, Synergy_ZIP=3.51, Synergy_Bliss=2.52, Synergy_Loewe=-25.4, Synergy_HSA=1.66.